Dataset: Reaction yield outcomes from USPTO patents with 853,638 reactions. Task: Predict the reaction yield, written as a fraction of the theoretical maximum amount of product (1.0 means a 100% yield; for example, 0.34 means a 34% yield). (1) The reactants are [Br:1][C:2]1[CH:3]=[C:4]([C:8]([NH:10][NH2:11])=[O:9])[CH:5]=[N:6][CH:7]=1.CN1CCOCC1.[Cl:19][CH2:20][C:21](Cl)=[O:22]. The catalyst is C(Cl)Cl. The product is [Br:1][C:2]1[CH:3]=[C:4]([C:8]([NH:10][NH:11][C:21](=[O:22])[CH2:20][Cl:19])=[O:9])[CH:5]=[N:6][CH:7]=1. The yield is 0.900. (2) The reactants are [CH3:1][C:2]1([NH2:14])[C:12]2=[C:13]3[C:8](=[CH:9][CH:10]=[CH:11]2)[CH:7]=[CH:6][CH:5]=[C:4]3[CH2:3]1.C([O-])([O-])=O.[K+].[K+].[I-].C([N+]1(C)[CH2:29][CH2:28][C:27](=[O:30])[CH2:26][CH2:25]1)C. The catalyst is CCO.O. The product is [CH3:1][C:2]1([N:14]2[CH2:29][CH2:28][C:27](=[O:30])[CH2:26][CH2:25]2)[C:12]2=[C:13]3[C:8](=[CH:9][CH:10]=[CH:11]2)[CH:7]=[CH:6][CH:5]=[C:4]3[CH2:3]1. The yield is 0.600. (3) The reactants are [Cl:1][C:2]1[CH:7]=[C:6]([Cl:8])[CH:5]=[CH:4][C:3]=1[CH:9](O)[C:10]1[N:14]([CH2:15][CH2:16][CH2:17][NH:18][C:19](=[O:25])[O:20][C:21]([CH3:24])([CH3:23])[CH3:22])[C:13]2[C:26]([N:30]([CH2:33][CH3:34])[CH2:31][CH3:32])=[CH:27][CH:28]=[CH:29][C:12]=2[N:11]=1.C1(P(C2C=CC=CC=2)C2C=CC=CC=2)C=CC=CC=1.N(C(OCC)=O)=NC(OCC)=O.C1(C)C=CC=CC=1. The catalyst is O1CCCC1. The product is [Cl:1][C:2]1[CH:7]=[C:6]([Cl:8])[CH:5]=[CH:4][C:3]=1[CH:9]1[C:10]2=[N:11][C:12]3[CH:29]=[CH:28][CH:27]=[C:26]([N:30]([CH2:33][CH3:34])[CH2:31][CH3:32])[C:13]=3[N:14]2[CH2:15][CH2:16][CH2:17][N:18]1[C:19]([O:20][C:21]([CH3:24])([CH3:23])[CH3:22])=[O:25]. The yield is 0.290. (4) The reactants are [Si]([O:8][CH2:9][CH2:10][CH2:11][N:12]([CH3:23])[C:13]1[C:20]([F:21])=[CH:19][C:16]([C:17]#[N:18])=[C:15]([Cl:22])[N:14]=1)(C(C)(C)C)(C)C. The catalyst is C(O)C.Cl.O. The product is [Cl:22][C:15]1[N:14]=[C:13]([N:12]([CH2:11][CH2:10][CH2:9][OH:8])[CH3:23])[C:20]([F:21])=[CH:19][C:16]=1[C:17]#[N:18]. The yield is 1.00. (5) The reactants are Br[C:2]1[CH:3]=[CH:4][C:5]2[S:9][CH:8]=[CH:7][C:6]=2[CH:10]=1.[C:11]1(B(O)O)[CH:16]=[CH:15][CH:14]=[CH:13][CH:12]=1.C(=O)([O-])[O-].[K+].[K+]. The catalyst is C1(C)C=CC=CC=1.O.C(OCC)(=O)C.C1C=CC([P]([Pd]([P](C2C=CC=CC=2)(C2C=CC=CC=2)C2C=CC=CC=2)([P](C2C=CC=CC=2)(C2C=CC=CC=2)C2C=CC=CC=2)[P](C2C=CC=CC=2)(C2C=CC=CC=2)C2C=CC=CC=2)(C2C=CC=CC=2)C2C=CC=CC=2)=CC=1. The product is [C:11]1([C:2]2[CH:3]=[CH:4][C:5]3[S:9][CH:8]=[CH:7][C:6]=3[CH:10]=2)[CH:16]=[CH:15][CH:14]=[CH:13][CH:12]=1. The yield is 0.860. (6) The reactants are [CH3:1][C:2]([S:11][C:12]1[CH:17]=[CH:16][CH:15]=[C:14]([CH3:18])[CH:13]=1)([CH3:10])[C:3]([O:5][C:6]([CH3:9])([CH3:8])[CH3:7])=[O:4].[Br:19]N1C(=O)CCC1=O. The catalyst is C(#N)C. The product is [Br:19][C:15]1[CH:16]=[CH:17][C:12]([S:11][C:2]([CH3:1])([CH3:10])[C:3]([O:5][C:6]([CH3:7])([CH3:8])[CH3:9])=[O:4])=[CH:13][C:14]=1[CH3:18]. The yield is 0.690. (7) The reactants are [C:1]([O:5][C:6]1[CH:11]=[CH:10][C:9]([CH2:12][C@H:13]([NH:37]C(=O)OCC2C3C=CC=CC=3C3C2=CC=CC=3)[C:14]([N:16]([C@@H:28]([CH3:36])[CH:29]([O:33][CH2:34][CH3:35])[O:30][CH2:31][CH3:32])[CH2:17][C:18]2[CH:27]=[CH:26][CH:25]=[C:24]3[C:19]=2[N:20]=[CH:21][CH:22]=[N:23]3)=[O:15])=[CH:8][CH:7]=1)([CH3:4])([CH3:3])[CH3:2].N1CCCCC1. No catalyst specified. The product is [NH2:37][C@@H:13]([CH2:12][C:9]1[CH:8]=[CH:7][C:6]([O:5][C:1]([CH3:4])([CH3:3])[CH3:2])=[CH:11][CH:10]=1)[C:14]([N:16]([C@@H:28]([CH3:36])[CH:29]([O:33][CH2:34][CH3:35])[O:30][CH2:31][CH3:32])[CH2:17][C:18]1[CH:27]=[CH:26][CH:25]=[C:24]2[C:19]=1[N:20]=[CH:21][CH:22]=[N:23]2)=[O:15]. The yield is 0.710.